Dataset: Catalyst prediction with 721,799 reactions and 888 catalyst types from USPTO. Task: Predict which catalyst facilitates the given reaction. (1) Reactant: [F:1][C:2]1[C:3]([NH:28][C@H:29]2[CH2:34][CH2:33][CH2:32][C@:31]([CH:36]([CH3:42])[C:37]([O:39]CC)=[O:38])([OH:35])[CH2:30]2)=[N:4][C:5]([C:8]2[C:16]3[C:11](=[N:12][CH:13]=[C:14]([F:17])[CH:15]=3)[N:10](S(C3C=CC(C)=CC=3)(=O)=O)[CH:9]=2)=[N:6][CH:7]=1.[Li+].[OH-].Cl. Product: [F:1][C:2]1[C:3]([NH:28][C@H:29]2[CH2:34][CH2:33][CH2:32][C@:31]([CH:36]([CH3:42])[C:37]([OH:39])=[O:38])([OH:35])[CH2:30]2)=[N:4][C:5]([C:8]2[C:16]3[C:11](=[N:12][CH:13]=[C:14]([F:17])[CH:15]=3)[NH:10][CH:9]=2)=[N:6][CH:7]=1. The catalyst class is: 1. (2) Reactant: [H-].[Al+3].[Li+].[H-].[H-].[H-].[CH3:7][C@H:8]1[CH2:14][CH2:13][CH2:12][C@H:11]([CH3:15])[NH:10][C:9]1=O.[OH-].[Na+].S([O-])([O-])(=O)=O.[Mg+2].[ClH:25].C(OCC)C. Product: [ClH:25].[CH3:15][C@H:11]1[CH2:12][CH2:13][CH2:14][C@H:8]([CH3:7])[CH2:9][NH:10]1. The catalyst class is: 132. (3) Reactant: [H-].[Na+].[C:3]1([OH:9])[CH:8]=[CH:7][CH:6]=[CH:5][CH:4]=1.Cl[CH2:11][C:12]1[N:13]=[C:14]([NH:17][C:18](=[O:20])[CH3:19])[S:15][CH:16]=1. Product: [O:9]([CH2:11][C:12]1[N:13]=[C:14]([NH:17][C:18](=[O:20])[CH3:19])[S:15][CH:16]=1)[C:3]1[CH:8]=[CH:7][CH:6]=[CH:5][CH:4]=1. The catalyst class is: 219. (4) Reactant: [NH2:1][C:2]1[CH:3]=[C:4]([CH:20]=[CH:21][CH:22]=1)[CH2:5][O:6][C:7]1[CH:12]=[CH:11][C:10]([C:13](=[O:15])[CH3:14])=[C:9]([OH:16])[C:8]=1[CH2:17][CH2:18][CH3:19].[CH3:23][O:24][C:25](=[O:33])[C:26]1[CH:31]=[CH:30][N:29]=[C:28](Cl)[CH:27]=1.C(=O)([O-])[O-].[Cs+].[Cs+]. Product: [CH3:23][O:24][C:25](=[O:33])[C:26]1[CH:31]=[CH:30][N:29]=[C:28]([NH:1][C:2]2[CH:22]=[CH:21][CH:20]=[C:4]([CH2:5][O:6][C:7]3[CH:12]=[CH:11][C:10]([C:13](=[O:15])[CH3:14])=[C:9]([OH:16])[C:8]=3[CH2:17][CH2:18][CH3:19])[CH:3]=2)[CH:27]=1. The catalyst class is: 101. (5) Reactant: [CH3:1][N:2]1[C:6]([C:7]2[CH:8]=[N:9][NH:10][C:11]=2[NH2:12])=[CH:5][CH:4]=[N:3]1.[CH:13]([N:16]1[C:24]2[C:19](=[CH:20][C:21]([C:25](=O)[CH2:26][C:27](OCC)=[O:28])=[CH:22][CH:23]=2)[CH:18]=[N:17]1)([CH3:15])[CH3:14].CC1C=CC(S(O)(=O)=O)=CC=1. Product: [CH:13]([N:16]1[C:24]2[C:19](=[CH:20][C:21]([C:25]3[NH:12][C:11]4[N:10]([N:9]=[CH:8][C:7]=4[C:6]4[N:2]([CH3:1])[N:3]=[CH:4][CH:5]=4)[C:27](=[O:28])[CH:26]=3)=[CH:22][CH:23]=2)[CH:18]=[N:17]1)([CH3:15])[CH3:14]. The catalyst class is: 114. (6) Reactant: [C:1]([N:9]1[CH2:14][CH2:13][CH:12]([C:15]([OH:17])=O)[CH2:11][CH2:10]1)(=[O:8])[C:2]1[CH:7]=[CH:6][CH:5]=[CH:4][CH:3]=1.S(Cl)(Cl)=O.[F:22][C:23]1[CH:28]=[C:27]([F:29])[CH:26]=[CH:25][CH:24]=1.[Cl-].[Al+3].[Cl-].[Cl-].Cl. Product: [C:1]([N:9]1[CH2:10][CH2:11][CH:12]([C:15](=[O:17])[C:26]2[CH:25]=[CH:24][C:23]([F:22])=[CH:28][C:27]=2[F:29])[CH2:13][CH2:14]1)(=[O:8])[C:2]1[CH:3]=[CH:4][CH:5]=[CH:6][CH:7]=1. The catalyst class is: 4. (7) Reactant: [CH2:1]1[NH:6][C:4](=[O:5])[NH:3][CH:2]1[C:7]([OH:9])=O.[CH:10]1([CH2:13][N:14]2[C:18]3[CH:19]=[CH:20][C:21]([S:23]([CH2:26][CH:27]4[CH2:32][CH2:31][NH:30][CH2:29][CH2:28]4)(=[O:25])=[O:24])=[CH:22][C:17]=3[N:16]=[C:15]2[CH2:33][C:34]([CH3:37])([CH3:36])[CH3:35])[CH2:12][CH2:11]1.C(N(CC)CC)C.F[P-](F)(F)(F)(F)F.N1(OC(N(C)C)=[N+](C)C)C2C=CC=CC=2N=N1. Product: [CH:10]1([CH2:13][N:14]2[C:18]3[CH:19]=[CH:20][C:21]([S:23]([CH2:26][CH:27]4[CH2:28][CH2:29][N:30]([C:7]([CH:2]5[CH2:1][NH:6][C:4](=[O:5])[NH:3]5)=[O:9])[CH2:31][CH2:32]4)(=[O:24])=[O:25])=[CH:22][C:17]=3[N:16]=[C:15]2[CH2:33][C:34]([CH3:37])([CH3:36])[CH3:35])[CH2:11][CH2:12]1. The catalyst class is: 4. (8) Reactant: [NH2:1][C:2]1[S:3][CH:4]=[C:5]2[C:10]=1[C:9](=[O:11])[N:8]([C:12]1[CH:17]=[CH:16][C:15]([O:18][CH3:19])=[CH:14][CH:13]=1)[N:7]=[C:6]2[C:20]([OH:22])=O.F[P-](F)(F)(F)(F)F.N1(O[P+](N(C)C)(N(C)C)N(C)C)C2C=CC=CC=2N=N1.[Cl-].[F:51][C@@H:52]1[CH2:56][CH2:55][NH2+:54][CH2:53]1.CCN(C(C)C)C(C)C. Product: [NH2:1][C:2]1[S:3][CH:4]=[C:5]2[C:6]([C:20]([N:54]3[CH2:55][CH2:56][C@@H:52]([F:51])[CH2:53]3)=[O:22])=[N:7][N:8]([C:12]3[CH:13]=[CH:14][C:15]([O:18][CH3:19])=[CH:16][CH:17]=3)[C:9](=[O:11])[C:10]=12. The catalyst class is: 16. (9) Reactant: N1C=CC=CC=1.[NH2:7][C:8]1[CH:15]=[C:14]([Cl:16])[CH:13]=[CH:12][C:9]=1[C:10]#[N:11].[Br:17][C:18]1[CH:26]=[CH:25][C:21]([C:22](Cl)=[O:23])=[CH:20][CH:19]=1. Product: [Br:17][C:18]1[CH:26]=[CH:25][C:21]([C:22]([NH:7][C:8]2[CH:15]=[C:14]([Cl:16])[CH:13]=[CH:12][C:9]=2[C:10]#[N:11])=[O:23])=[CH:20][CH:19]=1. The catalyst class is: 7. (10) Reactant: C([O:5][C:6]([C:8]1[CH:13]=[C:12]([O:14][C:15]2[C:20]([O:21][CH3:22])=[CH:19][C:18]([NH:23][CH3:24])=[C:17]([NH2:25])[CH:16]=2)[CH:11]=[CH:10][N:9]=1)=[O:7])(C)(C)C.NC(N)=S.IC.C(OC(C1C=C(OC2C=CC3N(C)[C:51]([NH:53][C:54]4[CH:59]=[CH:58][C:57]([Br:60])=[C:56]([CH3:61])[CH:55]=4)=NC=3C=2)C=CN=1)=O)(C)(C)C.FC(F)(F)C(O)=O. Product: [Br:60][C:57]1[CH:58]=[CH:59][C:54]([NH:53][C:51]2[N:23]([CH3:24])[C:18]3[CH:19]=[C:20]([O:21][CH3:22])[C:15]([O:14][C:12]4[CH:11]=[CH:10][N:9]=[C:8]([C:6]([OH:5])=[O:7])[CH:13]=4)=[CH:16][C:17]=3[N:25]=2)=[CH:55][C:56]=1[CH3:61]. The catalyst class is: 100.